Dataset: Buchwald-Hartwig C-N cross coupling reaction yields with 55,370 reactions. Task: Predict the reaction yield, written as a fraction of the theoretical maximum amount of product (1.0 means a 100% yield; for example, 0.34 means a 34% yield). (1) The reactants are FC(F)(F)c1ccc(Br)cc1.Cc1ccc(N)cc1.O=S(=O)(O[Pd]1c2ccccc2-c2ccccc2N~1)C(F)(F)F.CC(C)c1cc(C(C)C)c(-c2ccccc2P(C(C)(C)C)C(C)(C)C)c(C(C)C)c1.CCN=P(N=P(N(C)C)(N(C)C)N(C)C)(N(C)C)N(C)C.Cc1cc(C)on1. No catalyst specified. The product is Cc1ccc(Nc2ccc(C(F)(F)F)cc2)cc1. The yield is 0.230. (2) The reactants are COc1ccc(Br)cc1.Cc1ccc(N)cc1.O=S(=O)(O[Pd]1c2ccccc2-c2ccccc2N~1)C(F)(F)F.COc1ccc(OC)c(P(C(C)(C)C)C(C)(C)C)c1-c1c(C(C)C)cc(C(C)C)cc1C(C)C.CN1CCCN2CCCN=C12.CCOC(=O)c1ccon1. No catalyst specified. The product is COc1ccc(Nc2ccc(C)cc2)cc1. The yield is 0.460. (3) The reactants are Clc1ccccn1.Cc1ccc(N)cc1.O=S(=O)(O[Pd]1c2ccccc2-c2ccccc2N~1)C(F)(F)F.COc1ccc(OC)c(P([C@]23C[C@H]4C[C@H](C[C@H](C4)C2)C3)[C@]23C[C@H]4C[C@H](C[C@H](C4)C2)C3)c1-c1c(C(C)C)cc(C(C)C)cc1C(C)C.CN(C)C(=NC(C)(C)C)N(C)C.c1ccc2nocc2c1. No catalyst specified. The product is Cc1ccc(Nc2ccccn2)cc1. The yield is 0.0355. (4) The reactants are FC(F)(F)c1ccc(I)cc1.Cc1ccc(N)cc1.O=S(=O)(O[Pd]1c2ccccc2-c2ccccc2N~1)C(F)(F)F.COc1ccc(OC)c(P([C@]23C[C@H]4C[C@H](C[C@H](C4)C2)C3)[C@]23C[C@H]4C[C@H](C[C@H](C4)C2)C3)c1-c1c(C(C)C)cc(C(C)C)cc1C(C)C.CCN=P(N=P(N(C)C)(N(C)C)N(C)C)(N(C)C)N(C)C.CCOC(=O)c1cc(C)on1. No catalyst specified. The product is Cc1ccc(Nc2ccc(C(F)(F)F)cc2)cc1. The yield is 0.398.